This data is from Full USPTO retrosynthesis dataset with 1.9M reactions from patents (1976-2016). The task is: Predict the reactants needed to synthesize the given product. (1) Given the product [C:9]1([CH2:8][C:15]([NH2:2])=[NH:16])[CH:14]=[CH:13][CH:12]=[CH:11][CH:10]=1, predict the reactants needed to synthesize it. The reactants are: [Cl-].[NH4+:2].C[Al](C)C.C.[CH2:8]([C:15]#[N:16])[C:9]1[CH:14]=[CH:13][CH:12]=[CH:11][CH:10]=1. (2) Given the product [C:1]([O:5][C:6](=[O:7])[NH:8][CH2:9][CH2:10][CH2:11][CH2:12][CH2:13][CH2:14][CH2:15][CH2:16][CH2:17][CH2:18][CH2:19][C:20](=[O:22])[NH:40][CH2:39][CH2:38][CH2:37][N:36]([CH3:41])[CH3:35])([CH3:2])([CH3:3])[CH3:4], predict the reactants needed to synthesize it. The reactants are: [C:1]([O:5][C:6]([NH:8][CH2:9][CH2:10][CH2:11][CH2:12][CH2:13][CH2:14][CH2:15][CH2:16][CH2:17][CH2:18][CH2:19][C:20]([OH:22])=O)=[O:7])([CH3:4])([CH3:3])[CH3:2].C(N1C=CN=C1)(N1C=CN=C1)=O.[CH3:35][N:36]([CH3:41])[CH2:37][CH2:38][CH2:39][NH2:40]. (3) Given the product [NH2:60][C:54]1[C:53]([OH:61])=[C:52]2[C:57]([C:58](=[O:59])[C:49]([C:46]3[CH:47]=[CH:48][C:43]([C:39]4([NH2:38])[CH2:40][CH2:41][CH2:42]4)=[CH:44][CH:45]=3)=[C:50]([C:62]3[CH:63]=[CH:64][CH:65]=[CH:66][CH:67]=3)[O:51]2)=[CH:56][CH:55]=1, predict the reactants needed to synthesize it. The reactants are: NC1(C2C=CC(C3C(=O)C4C(OC=3C3C=CC=CC=3)=C3C(=CC=4)NN=C3)=CC=2)CCC1.C(OC(=O)[NH:38][C:39]1([C:43]2[CH:48]=[CH:47][C:46]([C:49]3[C:58](=[O:59])[C:57]4[C:52](=[C:53]([OH:61])[C:54]([NH2:60])=[CH:55][CH:56]=4)[O:51][C:50]=3[C:62]3[CH:67]=[CH:66][CH:65]=[CH:64][CH:63]=3)=[CH:45][CH:44]=2)[CH2:42][CH2:41][CH2:40]1)(C)(C)C. (4) The reactants are: [CH3:1][O:2][C:3]1[C:4]([CH3:14])=[C:5]([NH:9][S:10]([CH3:13])(=[O:12])=[O:11])[CH:6]=[CH:7][CH:8]=1.[C:15]([O-])([O-])=O.[K+].[K+]. Given the product [CH3:1][O:2][C:3]1[C:4]([CH3:14])=[C:5]([N:9]([CH3:15])[S:10]([CH3:13])(=[O:12])=[O:11])[CH:6]=[CH:7][CH:8]=1, predict the reactants needed to synthesize it. (5) Given the product [Br:1][C:2]1[N:7]=[C:6]([CH:8]([CH2:11][CH2:12][OH:13])[C:9]#[N:10])[CH:5]=[CH:4][CH:3]=1, predict the reactants needed to synthesize it. The reactants are: [Br:1][C:2]1[N:7]=[C:6]([CH:8]([CH2:11][CH2:12][O:13][Si](C(C)(C)C)(C)C)[C:9]#[N:10])[CH:5]=[CH:4][CH:3]=1.Cl. (6) The reactants are: BrC1C=CC=C2C=1C(O)(C1C(O)=CC3OCOC=3C=1)C(=O)N2CCCCC.O[C:29]1([C:52]2[C:60]([OH:61])=[CH:59][C:55]3[O:56][CH2:57][O:58][C:54]=3[CH:53]=2)[C:37]2[C:32](=[CH:33][CH:34]=[CH:35][CH:36]=2)[N:31]([CH2:38][CH2:39][N:40]2[C:48](=[O:49])[C:47]3[C:42](=[CH:43][CH:44]=[CH:45][CH:46]=3)[C:41]2=[O:50])[C:30]1=[O:51]. Given the product [OH:61][C:60]1[C:52]([CH:29]2[C:37]3[C:32](=[CH:33][CH:34]=[CH:35][CH:36]=3)[N:31]([CH2:38][CH2:39][N:40]3[C:48](=[O:49])[C:47]4[C:42](=[CH:43][CH:44]=[CH:45][CH:46]=4)[C:41]3=[O:50])[C:30]2=[O:51])=[CH:53][C:54]2[O:58][CH2:57][O:56][C:55]=2[CH:59]=1, predict the reactants needed to synthesize it. (7) Given the product [Br:1][C:2]1[CH:7]=[CH:6][C:5]([CH:8]2[O:13][CH2:12][C:11](=[O:14])[CH2:10][CH2:9]2)=[CH:4][CH:3]=1, predict the reactants needed to synthesize it. The reactants are: [Br:1][C:2]1[CH:7]=[CH:6][C:5]([CH:8]2[O:13][CH2:12][CH:11]([OH:14])[CH2:10][CH2:9]2)=[CH:4][CH:3]=1.CC(OI1(OC(C)=O)(OC(C)=O)OC(=O)C2C=CC=CC1=2)=O.